The task is: Predict which catalyst facilitates the given reaction.. This data is from Catalyst prediction with 721,799 reactions and 888 catalyst types from USPTO. (1) Reactant: [CH3:1][O:2][C:3]1[CH:14]=[CH:13][C:6]2[CH:7]=[C:8](B(O)O)[S:9][C:5]=2[CH:4]=1.[CH2:15]([O:17][C:18](=[O:26])[C:19]1[CH:24]=[CH:23][C:22](I)=[CH:21][CH:20]=1)[CH3:16].C(=O)([O-])[O-].[Na+].[Na+]. Product: [CH3:1][O:2][C:3]1[CH:14]=[CH:13][C:6]2[CH:7]=[C:8]([C:22]3[CH:23]=[CH:24][C:19]([C:18]([O:17][CH2:15][CH3:16])=[O:26])=[CH:20][CH:21]=3)[S:9][C:5]=2[CH:4]=1. The catalyst class is: 206. (2) Reactant: [N:1]1[CH:6]=[CH:5][CH:4]=[CH:3][C:2]=1[CH:7]=O.[NH2:9][NH:10][C:11]([NH2:13])=[S:12].O. Product: [N:1]1[CH:6]=[CH:5][CH:4]=[CH:3][C:2]=1[CH:7]=[N:9][NH:10][C:11]([NH2:13])=[S:12]. The catalyst class is: 40. (3) Reactant: Br[CH2:2][CH2:3][CH2:4][O:5][CH2:6][C:7]1[CH:12]=[CH:11][CH:10]=[CH:9][CH:8]=1.Cl.O.[NH:15]1[CH2:20][CH2:19][C:18](=[O:21])[CH2:17][CH2:16]1.C(=O)([O-])[O-].[K+].[K+].[I-].[K+]. Product: [CH2:6]([O:5][CH2:4][CH2:3][CH2:2][N:15]1[CH2:20][CH2:19][C:18](=[O:21])[CH2:17][CH2:16]1)[C:7]1[CH:12]=[CH:11][CH:10]=[CH:9][CH:8]=1. The catalyst class is: 18.